From a dataset of Catalyst prediction with 721,799 reactions and 888 catalyst types from USPTO. Predict which catalyst facilitates the given reaction. (1) Reactant: [CH3:1][N:2]1[C:8]2[CH:9]=[CH:10][C:11]([N:13]3[CH2:17][C@H:16]([C:18]([O:20]C)=O)[O:15][C:14]3=[O:22])=[CH:12][C:7]=2[CH2:6][CH2:5][O:4][C:3]1=[O:23].[CH3:24][NH2:25]. Product: [CH3:24][NH:25][C:18]([C@@H:16]1[O:15][C:14](=[O:22])[N:13]([C:11]2[CH:10]=[CH:9][C:8]3[N:2]([CH3:1])[C:3](=[O:23])[O:4][CH2:5][CH2:6][C:7]=3[CH:12]=2)[CH2:17]1)=[O:20]. The catalyst class is: 5. (2) Reactant: I[C:2]1[CH:16]=[CH:15][C:5]([O:6][CH:7]2[CH:12]3[CH2:13][CH2:14][N:9]([CH2:10][CH2:11]3)[CH2:8]2)=[CH:4][CH:3]=1.[NH2:17][C:18]1[CH:19]=[C:20](B(O)O)[CH:21]=[CH:22][C:23]=1[CH3:24].[ClH:28].O1CCOCC1. Product: [ClH:28].[N:9]12[CH2:14][CH2:13][CH:12]([CH2:11][CH2:10]1)[CH:7]([O:6][C:5]1[CH:15]=[CH:16][C:2]([C:20]3[CH:21]=[CH:22][C:23]([CH3:24])=[C:18]([NH2:17])[CH:19]=3)=[CH:3][CH:4]=1)[CH2:8]2. The catalyst class is: 13. (3) Reactant: [CH3:1][C:2]1([CH3:16])[C:6]([CH3:8])([CH3:7])[O:5][B:4]([C:9]2[CH:15]=[CH:14][C:12]([NH2:13])=[CH:11][CH:10]=2)[O:3]1.N1C=CC=CC=1.[C:23](Cl)(Cl)=[O:24].[O:27]1[CH2:30][CH:29]([NH2:31])[CH2:28]1.Cl.CCN(C(C)C)C(C)C. Product: [O:27]1[CH2:30][CH:29]([NH:31][C:23]([NH:13][C:12]2[CH:14]=[CH:15][C:9]([B:4]3[O:3][C:2]([CH3:16])([CH3:1])[C:6]([CH3:7])([CH3:8])[O:5]3)=[CH:10][CH:11]=2)=[O:24])[CH2:28]1. The catalyst class is: 4. (4) Reactant: [Br:1][C:2]1[CH:10]=[C:9]2[C:5]([CH2:6][CH2:7][C@H:8]2[NH2:11])=[CH:4][CH:3]=1.C(N(CC)CC)C.[CH3:19][C:20]([O:23][C:24](O[C:24]([O:23][C:20]([CH3:22])([CH3:21])[CH3:19])=[O:25])=[O:25])([CH3:22])[CH3:21]. Product: [Br:1][C:2]1[CH:10]=[C:9]2[C:5]([CH2:6][CH2:7][C@H:8]2[NH:11][C:24](=[O:25])[O:23][C:20]([CH3:22])([CH3:21])[CH3:19])=[CH:4][CH:3]=1. The catalyst class is: 4. (5) Reactant: Cl[C:2]1[N:3]=[C:4]([N:17]([CH2:19][CH3:20])[CH3:18])[C:5]2[CH2:10][CH2:9][CH:8]([C:11]3[CH:16]=[CH:15][CH:14]=[CH:13][CH:12]=3)[C:6]=2[N:7]=1.[Cl:21][C:22]1[N:23]=[CH:24][N:25]([C:27]2[CH:33]=[CH:32][C:30]([NH2:31])=[CH:29][C:28]=2[O:34][CH3:35])[CH:26]=1. Product: [Cl:21][C:22]1[N:23]=[CH:24][N:25]([C:27]2[CH:33]=[CH:32][C:30]([NH:31][C:2]3[N:3]=[C:4]([N:17]([CH2:19][CH3:20])[CH3:18])[C:5]4[CH2:10][CH2:9][CH:8]([C:11]5[CH:16]=[CH:15][CH:14]=[CH:13][CH:12]=5)[C:6]=4[N:7]=3)=[CH:29][C:28]=2[O:34][CH3:35])[CH:26]=1. The catalyst class is: 559.